This data is from Forward reaction prediction with 1.9M reactions from USPTO patents (1976-2016). The task is: Predict the product of the given reaction. (1) Given the reactants [Cl:1][C:2]1[CH:9]=[CH:8][C:5]([CH:6]=[O:7])=[CH:4][C:3]=1[F:10].[C:11]([O:15][CH3:16])(=[O:14])[CH:12]=[CH2:13].N12CCN(CC1)CC2, predict the reaction product. The product is: [Cl:1][C:2]1[CH:9]=[CH:8][C:5]([CH:6]([OH:7])[C:12](=[CH2:13])[C:11]([O:15][CH3:16])=[O:14])=[CH:4][C:3]=1[F:10]. (2) Given the reactants [CH3:1][N:2]1[CH2:7][CH2:6][NH:5][CH2:4][CH2:3]1.CS([C:12]1[N:17]=[C:16]([Sn:18]([CH2:27][CH2:28][CH2:29][CH3:30])([CH2:23][CH2:24][CH2:25][CH3:26])[CH2:19][CH2:20][CH2:21][CH3:22])[CH:15]=[CH:14][N:13]=1)(=O)=O.O1CCOCC1, predict the reaction product. The product is: [CH3:1][N:2]1[CH2:7][CH2:6][N:5]([C:12]2[N:17]=[C:16]([Sn:18]([CH2:23][CH2:24][CH2:25][CH3:26])([CH2:27][CH2:28][CH2:29][CH3:30])[CH2:19][CH2:20][CH2:21][CH3:22])[CH:15]=[CH:14][N:13]=2)[CH2:4][CH2:3]1. (3) Given the reactants [OH-].[Na+].[F:3][C:4]1[CH:9]=[CH:8][C:7]([F:10])=[CH:6][C:5]=1/[CH:11]=[CH:12]/[CH2:13][N:14]1[CH2:18][CH2:17][C:16]([CH2:23][CH2:24][CH2:25][C:26]2[C:35]3[C:30](=[CH:31][CH:32]=[C:33]([O:36][CH3:37])[CH:34]=3)[N:29]=[CH:28][C:27]=2[F:38])([C:19]([O:21]C)=[O:20])[CH2:15]1, predict the reaction product. The product is: [F:3][C:4]1[CH:9]=[CH:8][C:7]([F:10])=[CH:6][C:5]=1/[CH:11]=[CH:12]/[CH2:13][N:14]1[CH2:18][CH2:17][C:16]([CH2:23][CH2:24][CH2:25][C:26]2[C:35]3[C:30](=[CH:31][CH:32]=[C:33]([O:36][CH3:37])[CH:34]=3)[N:29]=[CH:28][C:27]=2[F:38])([C:19]([OH:21])=[O:20])[CH2:15]1. (4) Given the reactants [Cl:1][C:2]1[CH:7]=[CH:6][C:5]([CH:8]([CH2:27][CH2:28][S:29][C:30]2[CH:35]=[CH:34][CH:33]=[CH:32][CH:31]=2)/[C:9](/[F:26])=[C:10](\[F:25])/[CH2:11][C:12]2[CH:17]=[CH:16][CH:15]=[C:14]([O:18][C:19]3[CH:24]=[CH:23][CH:22]=[CH:21][CH:20]=3)[CH:13]=2)=[CH:4][CH:3]=1.ClC1C=CC=C(C(OO)=[O:44])C=1, predict the reaction product. The product is: [C:30]1([S:29]([CH2:28][CH2:27][CH:8]([C:5]2[CH:4]=[CH:3][C:2]([Cl:1])=[CH:7][CH:6]=2)/[C:9](/[F:26])=[C:10](\[F:25])/[CH2:11][C:12]2[CH:17]=[CH:16][CH:15]=[C:14]([O:18][C:19]3[CH:24]=[CH:23][CH:22]=[CH:21][CH:20]=3)[CH:13]=2)=[O:44])[CH:31]=[CH:32][CH:33]=[CH:34][CH:35]=1. (5) Given the reactants [NH2:1][C:2]1[CH:7]=[CH:6][C:5]([SH:8])=[CH:4][CH:3]=1.Cl[CH2:10][C:11]1[N:15]=[CH:14][O:13][N:12]=1.C(N(CC)CC)C.O, predict the reaction product. The product is: [O:13]1[CH:14]=[N:15][C:11]([CH2:10][S:8][C:5]2[CH:6]=[CH:7][C:2]([NH2:1])=[CH:3][CH:4]=2)=[N:12]1.